Dataset: Drug-target binding data from BindingDB using IC50 measurements. Task: Regression. Given a target protein amino acid sequence and a drug SMILES string, predict the binding affinity score between them. We predict pIC50 (pIC50 = -log10(IC50 in M); higher means more potent). Dataset: bindingdb_ic50. (1) The compound is NC(CC(=O)c1cccc([N+](=O)[O-])c1)C(=O)O. The target protein (P70712) has sequence MEPSPLELPVDAVRRIATELNCDPTDERVALRLDEEDKLKRFKDCFYIPKMRDLPSIDLSLVNEDDNAIYFLGNSLGLQPKMVKTYLEEELDKWAKIGAYGHEVGKRPWIIGDESIVSLMKDIVGAHEKEIALMNALTVNLHLLLLSFFKPTPKRHKILLEAKAFPSDHYAIESQIQLHGLDVEKSMRMIKPREGEETLRMEDILEVIEKEGDSIAVVLFSGLHFYTGQLFNIPAITQAGHAKGCFVGFDLAHAVGNVELHLHDWDVDFACWCSYKYLNSGAGGLAGAFIHEKHAHTIKPALVGWFGHELSTRFNMDNKLQLIPGVNGFRISNPPILLVCSLHASLEIFQQATMTALRRKSILLTGYLEYLLKHYHGGNDTENKRPVVNIITPSRAEERGCQLTLTFSISKKGVFKELEKRGVVCDKREPEGIRVAPVPLYNSFHDVYKFIRLLTAILDSTERN. The pIC50 is 4.0. (2) The small molecule is C#CCn1ccc(OCc2ccccc2)cc1=O. The target protein (P54616) has sequence MNFSLEGRNIVVMGVANKRSIAWGIARSLHEAGARLIFTYAGERLEKSVHELAGTLDRNDSIILPCDVTNDAEIETCFASIKEQVGVIHGIAHCIAFANKEELVGEYLNTNRDGFLLAHNISSYSLTAVVKAARPMMTEGGSIVTLTYLGGELVMPNYNVMGVAKASLDASVKYLAADLGKENIRVNSISAGPIRTLSAKGISDFNSILKDIEERAPLRRTTTPEEVGDTAAFLFSDMSRGITGENLHVDSGFHITAR. The pIC50 is 4.0. (3) The small molecule is O=C(Nc1ccc(NC(=O)C(c2ccccc2)S(=O)(=O)O)cc1)C(=O)Nc1ccc(-c2ccccc2)cc1. The target protein (Q9UNH5) has sequence MAAESGELIGACEFMKDRLYFATLRNRPKSTVNTHYFSIDEELVYENFYADFGPLNLAMVYRYCCKLNKKLKSYSLSRKKIVHYTCFDQRKRANAAFLIGAYAVIYLKKTPEEAYRALLSGSNPPYLPFRDASFGNCTYNLTILDCLQGIRKGLQHGFFDFETFDVDEYEHYERVENGDFNWIVPGKFLAFSGPHPKSKIENGYPLHAPEAYFPYFKKHNVTAVVRLNKKIYEAKRFTDAGFEHYDLFFIDGSTPSDNIVRRFLNICENTEGAIAVHCKAGLGRTGTLIACYVMKHYRFTHAEIIAWIRICRPGSIIGPQQHFLEEKQASLWVQGDIFRSKLKNRPSSEGSINKILSGLDDMSIGGNLSKTQNMERFGEDNLEDDDVEMKNGITQGDKLRALKSQRQPRTSPSCAFRSDDTKGHPRAVSQPFRLSSSLQGSAVTLKTSKMALSPSATAKRINRTSLSSGATVRSFSINSRLASSLGNLNAATDDPENKKT.... The pIC50 is 4.3.